From a dataset of Peptide-MHC class II binding affinity with 134,281 pairs from IEDB. Regression. Given a peptide amino acid sequence and an MHC pseudo amino acid sequence, predict their binding affinity value. This is MHC class II binding data. The peptide sequence is DIFTNSRGKRASKGN. The MHC is DRB4_0101 with pseudo-sequence DRB4_0103. The binding affinity (normalized) is 0.